From a dataset of Full USPTO retrosynthesis dataset with 1.9M reactions from patents (1976-2016). Predict the reactants needed to synthesize the given product. (1) Given the product [C:11]([O:15][C:16]([N:18]1[CH2:19][CH2:20][C:21]([O:26][CH3:27])([CH:24]=[O:25])[CH2:22][CH2:23]1)=[O:17])([CH3:14])([CH3:13])[CH3:12], predict the reactants needed to synthesize it. The reactants are: C(Cl)(=O)C(Cl)=O.CS(C)=O.[C:11]([O:15][C:16]([N:18]1[CH2:23][CH2:22][C:21]([O:26][CH3:27])([CH2:24][OH:25])[CH2:20][CH2:19]1)=[O:17])([CH3:14])([CH3:13])[CH3:12].C(N(CC)CC)C. (2) Given the product [CH2:1]([O:3][C:4]([C@@H:5]1[C@H:20]([C:21]2[CH:26]=[CH:25][CH:24]=[CH:23][CH:22]=2)[C@H:6]1[C:7]1[CH:17]=[CH:16][C:10]2[O:11][C:12]([F:14])([F:15])[O:13][C:9]=2[CH:8]=1)=[O:18])[CH3:2], predict the reactants needed to synthesize it. The reactants are: [CH2:1]([O:3][C:4](=[O:18])/[CH:5]=[CH:6]/[C:7]1[CH:17]=[CH:16][C:10]2[O:11][C:12]([F:15])([F:14])[O:13][C:9]=2[CH:8]=1)[CH3:2].[Br-].[CH2:20]([S+]1CCCC1)[C:21]1[CH:26]=[CH:25][CH:24]=[CH:23][CH:22]=1. (3) Given the product [OH:53][C@H:49]([CH2:50][O:51][CH3:52])[CH2:48][O:47][C@H:10]1[C@H:11]([C:28]2[CH:29]=[CH:30][C:31]([O:34][CH2:35][CH2:36][CH2:37][O:38][C:39]3[CH:44]=[CH:43][CH:42]=[CH:41][C:40]=3[C:45]#[N:46])=[CH:32][CH:33]=2)[C@@H:12]([O:14][CH2:15][C:16]2[CH:25]=[C:24]([O:26][CH3:27])[C:23]3[C:18](=[CH:19][CH:20]=[CH:21][CH:22]=3)[CH:17]=2)[CH2:13][NH:8][CH2:9]1, predict the reactants needed to synthesize it. The reactants are: C(OC([N:8]1[CH2:13][C@H:12]([O:14][CH2:15][C:16]2[CH:25]=[C:24]([O:26][CH3:27])[C:23]3[C:18](=[CH:19][CH:20]=[CH:21][CH:22]=3)[CH:17]=2)[C@@H:11]([C:28]2[CH:33]=[CH:32][C:31]([O:34][CH2:35][CH2:36][CH2:37][O:38][C:39]3[CH:44]=[CH:43][CH:42]=[CH:41][C:40]=3[C:45]#[N:46])=[CH:30][CH:29]=2)[C@H:10]([O:47][CH2:48][C@H:49]([OH:53])[CH2:50][O:51][CH3:52])[CH2:9]1)=O)(C)(C)C.Cl. (4) Given the product [NH:8]1[C:9]2[C:14](=[CH:13][CH:12]=[CH:11][CH:10]=2)[CH:6]=[CH:7]1, predict the reactants needed to synthesize it. The reactants are: C([C@@H](N[C@@H](CC(C)C)C(O)=O)C[C:6]1[C:14]2[C:9](=[CH:10][CH:11]=[CH:12][CH:13]=2)[N:8](CC2C=C(Cl)C=C(Cl)C=2)[CH:7]=1)(O)=O.O.O.[OH-].[Li+]. (5) The reactants are: [CH2:1]([N:3]([CH2:6][CH3:7])[CH2:4][CH3:5])[CH3:2].[Cl:8][C:9]1[CH:16]=[CH:15]C(CCl)=[CH:11][CH:10]=1.CN([CH:20]=[O:21])C. Given the product [Cl:8][C:9]1[CH:16]=[CH:15][C:2]([CH2:1][N:3]2[CH2:6][CH2:7][C:20](=[O:21])[CH2:5][CH2:4]2)=[CH:11][CH:10]=1, predict the reactants needed to synthesize it. (6) The reactants are: [OH:1][CH2:2][CH2:3][N:4]1[CH2:9][CH2:8][O:7][CH2:6][CH2:5]1.[C:10](N1C=CN=C1)(N1C=CN=C1)=[O:11].[F:22][CH2:23][CH2:24][O:25][C@H:26]1[CH2:30][NH:29][CH2:28][C@H:27]1[N:31]1[C:39]2[C:34](=[N:35][C:36]([C:41]3[C:42]([O:50][CH3:51])=[N:43][C:44]([CH:47]([CH3:49])[CH3:48])=[CH:45][CH:46]=3)=[C:37]([CH3:40])[CH:38]=2)[C:33]([CH3:52])=[CH:32]1. Given the product [N:4]1([CH2:3][CH2:2][O:1][C:10]([N:29]2[CH2:28][C@@H:27]([N:31]3[C:39]4[C:34](=[N:35][C:36]([C:41]5[C:42]([O:50][CH3:51])=[N:43][C:44]([CH:47]([CH3:49])[CH3:48])=[CH:45][CH:46]=5)=[C:37]([CH3:40])[CH:38]=4)[C:33]([CH3:52])=[CH:32]3)[C@@H:26]([O:25][CH2:24][CH2:23][F:22])[CH2:30]2)=[O:11])[CH2:9][CH2:8][O:7][CH2:6][CH2:5]1, predict the reactants needed to synthesize it. (7) Given the product [S:1]([CH2:11][CH2:12][O:13][C:14](=[O:17])[C:15]([CH3:19])=[CH2:16])([C:4]1[CH:5]=[CH:6][C:7]([CH3:8])=[CH:9][CH:10]=1)(=[O:3])=[O:2].[OH:18][CH2:19][CH2:20][CH2:21][CH2:22][O:23][C:24](=[O:27])[CH:25]=[CH2:26].[CH3:28][O:29][C:30](=[O:34])[C:31]([CH3:33])=[CH2:32], predict the reactants needed to synthesize it. The reactants are: [S:1]([CH2:11][CH2:12][O:13][C:14](=[O:17])[CH:15]=[CH2:16])([C:4]1[CH:10]=[CH:9][C:7]([CH3:8])=[CH:6][CH:5]=1)(=[O:3])=[O:2].[OH:18][CH2:19][CH2:20][CH2:21][CH2:22][O:23][C:24](=[O:27])[CH:25]=[CH2:26].[CH3:28][O:29][C:30](=[O:34])[C:31]([CH3:33])=[CH2:32].CC(N=NC(C#N)(C)C)(C#N)C. (8) Given the product [CH2:23]([N:26]([C:28]([O:30][C:31]([CH3:34])([CH3:33])[CH3:32])=[O:29])[NH:27][C:11]1[C:16]([C:17]([O:19][CH2:20][CH3:21])=[O:18])=[CH:15][N:14]=[C:13]([Cl:22])[CH:12]=1)[CH:24]=[CH2:25], predict the reactants needed to synthesize it. The reactants are: C(N(CC)C(C)C)(C)C.Cl[C:11]1[C:16]([C:17]([O:19][CH2:20][CH3:21])=[O:18])=[CH:15][N:14]=[C:13]([Cl:22])[CH:12]=1.[CH2:23]([N:26]([C:28]([O:30][C:31]([CH3:34])([CH3:33])[CH3:32])=[O:29])[NH2:27])[CH:24]=[CH2:25]. (9) Given the product [CH2:1]([O:8][C:9]1[CH:10]=[C:11]([CH:20]([OH:26])[CH2:21][NH:39][C:36]([CH3:38])([CH3:37])[CH2:35][C:32]2[CH:33]=[CH:34][C:29]([CH2:27][CH3:28])=[CH:30][CH:31]=2)[C:12]2[O:17][CH2:16][C:15](=[O:18])[NH:14][C:13]=2[CH:19]=1)[C:2]1[CH:3]=[CH:4][CH:5]=[CH:6][CH:7]=1, predict the reactants needed to synthesize it. The reactants are: [CH2:1]([O:8][C:9]1[CH:10]=[C:11]([C:20](=[O:26])[CH:21](OCC)O)[C:12]2[O:17][CH2:16][C:15](=[O:18])[NH:14][C:13]=2[CH:19]=1)[C:2]1[CH:7]=[CH:6][CH:5]=[CH:4][CH:3]=1.[CH2:27]([C:29]1[CH:34]=[CH:33][C:32]([CH2:35][C:36]([NH2:39])([CH3:38])[CH3:37])=[CH:31][CH:30]=1)[CH3:28].Cl.